Dataset: Forward reaction prediction with 1.9M reactions from USPTO patents (1976-2016). Task: Predict the product of the given reaction. (1) The product is: [C:12]([NH:11][C:3]1[C:4]([N+:8]([O-:10])=[O:9])=[CH:5][CH:6]=[CH:7][C:2]=1[O:1][CH2:16][CH2:17][CH2:18][C:19]([O:21][CH2:22][CH3:23])=[O:20])(=[O:14])[CH3:13]. Given the reactants [OH:1][C:2]1[CH:7]=[CH:6][CH:5]=[C:4]([N+:8]([O-:10])=[O:9])[C:3]=1[NH:11][C:12](=[O:14])[CH3:13].Br[CH2:16][CH2:17][CH2:18][C:19]([O:21][CH2:22][CH3:23])=[O:20].C(=O)([O-])[O-].[K+].[K+].[I-].[K+], predict the reaction product. (2) Given the reactants [CH:1]1[C:10]2[C:5](=[CH:6][CH:7]=[CH:8][CH:9]=2)[CH:4]=[CH:3][C:2]=1[NH:11][C:12]1[S:13][C:14]([NH:20][C:21](=[O:36])[CH2:22][CH2:23][CH2:24][N:25]2C(=O)C3=CC=CC=C3C2=O)=[C:15]([C:17]([NH2:19])=[O:18])[N:16]=1.CN, predict the reaction product. The product is: [NH2:25][CH2:24][CH2:23][CH2:22][C:21]([NH:20][C:14]1[S:13][C:12]([NH:11][C:2]2[CH:3]=[CH:4][C:5]3[C:10](=[CH:9][CH:8]=[CH:7][CH:6]=3)[CH:1]=2)=[N:16][C:15]=1[C:17]([NH2:19])=[O:18])=[O:36]. (3) Given the reactants [C:1]([O:5][C:6]([N:8]1[CH2:13][CH2:12][N:11]([C:14]2[CH:22]=[CH:21][C:17]([C:18](O)=[O:19])=[CH:16][N:15]=2)[CH2:10][CH2:9]1)=[O:7])([CH3:4])([CH3:3])[CH3:2].CN([C:26]([O:30][N:31]1N=NC2C=CC=N[C:32]1=2)=[N+](C)C)C.F[P-](F)(F)(F)(F)F.C(N(CC)C(C)C)(C)C.Cl.CNOC, predict the reaction product. The product is: [CH3:26][O:30][N:31]([CH3:32])[C:18]([C:17]1[CH:21]=[CH:22][C:14]([N:11]2[CH2:12][CH2:13][N:8]([C:6]([O:5][C:1]([CH3:4])([CH3:2])[CH3:3])=[O:7])[CH2:9][CH2:10]2)=[N:15][CH:16]=1)=[O:19]. (4) Given the reactants C(OC(=O)[NH:7][CH2:8][CH2:9][N:10]1[CH:14]=[C:13]([I:15])[N:12]=[C:11]1[CH2:16][CH3:17])(C)(C)C.[ClH:19].O1CCOCC1, predict the reaction product. The product is: [CH2:16]([C:11]1[N:10]([CH2:9][CH2:8][NH2:7])[CH:14]=[C:13]([I:15])[N:12]=1)[CH3:17].[ClH:19]. (5) Given the reactants [CH3:1][CH2:2][N:3]([CH2:6][CH2:7][NH:8][C:9]([C:11]1[C:12]([CH3:29])=[C:13](/[CH:17]=[C:18]2/[C:19]3[CH:20]=[C:21]([F:28])[CH:22]=[CH:23][C:24]=3[NH:25][C:26]/2=[O:27])[NH:14][C:15]=1[CH3:16])=[O:10])[CH2:4][CH3:5].[C:30]([OH:38])(=[O:37])[C@H:31]([CH2:33][C:34]([OH:36])=[O:35])[OH:32], predict the reaction product. The product is: [CH3:1][CH2:2][N:3]([CH2:6][CH2:7][NH:8][C:9]([C:11]1[C:12]([CH3:29])=[C:13](/[CH:17]=[C:18]2/[C:19]3[CH:20]=[C:21]([F:28])[CH:22]=[CH:23][C:24]=3[NH:25][C:26]/2=[O:27])[NH:14][C:15]=1[CH3:16])=[O:10])[CH2:4][CH3:5].[C:30]([O-:38])(=[O:37])[C@H:31]([CH2:33][C:34]([O-:36])=[O:35])[OH:32]. (6) Given the reactants [Cl:1][C:2]1[C:3](=[O:20])[N:4]([C:9]2[CH:13]=[C:12]([CH2:14][CH:15]=[C:16]([CH3:18])[CH3:17])[N:11]([CH3:19])[N:10]=2)[C:5](=[O:8])[C:6]=1[CH3:7].[BH4-].[Na+].O.ClCCl, predict the reaction product. The product is: [Cl:1][C:2]1[CH:3]([OH:20])[N:4]([C:9]2[CH:13]=[C:12]([CH2:14][CH:15]=[C:16]([CH3:17])[CH3:18])[N:11]([CH3:19])[N:10]=2)[C:5](=[O:8])[C:6]=1[CH3:7].[Cl:1][C:2]1[C:3](=[O:20])[N:4]([C:9]2[CH:13]=[C:12]([CH2:14][CH:15]=[C:16]([CH3:17])[CH3:18])[N:11]([CH3:19])[N:10]=2)[CH:5]([OH:8])[C:6]=1[CH3:7]. (7) Given the reactants [Cl:1][C:2]1[CH:3]=[CH:4][C:5]2[O:10][CH2:9][CH:8]3[C:11]([CH2:23][CH2:24][CH2:25][OH:26])([C:17]4[CH:22]=[CH:21][CH:20]=[CH:19][CH:18]=4)[C:12]([C:14](=[O:16])[CH3:15])=[N:13][N:7]3[C:6]=2[CH:27]=1.CC(OI1(OC(C)=O)(OC(C)=O)OC(=O)C2C=CC=CC1=2)=O.S([O-])([O-])(=O)=S.[Na+].[Na+].C([O-])(O)=O.[Na+], predict the reaction product. The product is: [C:14]([C:12]1[C:11]([CH2:23][CH2:24][CH:25]=[O:26])([C:17]2[CH:18]=[CH:19][CH:20]=[CH:21][CH:22]=2)[CH:8]2[CH2:9][O:10][C:5]3[CH:4]=[CH:3][C:2]([Cl:1])=[CH:27][C:6]=3[N:7]2[N:13]=1)(=[O:16])[CH3:15]. (8) Given the reactants Cl.[CH2:2]([NH:4][CH2:5][C:6]([F:9])([F:8])[F:7])[CH3:3].C(N(CC)CC)C.[Cl:17][CH2:18][C:19](Cl)=[O:20], predict the reaction product. The product is: [Cl:17][CH2:18][C:19]([N:4]([CH2:2][CH3:3])[CH2:5][C:6]([F:9])([F:8])[F:7])=[O:20]. (9) Given the reactants [Br:1][C:2]1[CH:7]=[CH:6][C:5]([OH:8])=[CH:4][N:3]=1.[H-].[Na+].Br[CH2:12][CH2:13][O:14][CH3:15].O, predict the reaction product. The product is: [Br:1][C:2]1[CH:7]=[CH:6][C:5]([O:8][CH2:12][CH2:13][O:14][CH3:15])=[CH:4][N:3]=1. (10) Given the reactants [NH2:1][C:2]1[CH:3]=[C:4]([CH:8]=[C:9]([Cl:12])[C:10]=1[NH2:11])[C:5]([O-:7])=[O:6].[C:13](C1NC=CN=1)(C1NC=CN=1)=[O:14].O1CCC[CH2:26]1, predict the reaction product. The product is: [Cl:12][C:9]1[C:10]2[NH:11][C:13](=[O:14])[NH:1][C:2]=2[CH:3]=[C:4]([C:5]([O:7][CH3:26])=[O:6])[CH:8]=1.